This data is from Forward reaction prediction with 1.9M reactions from USPTO patents (1976-2016). The task is: Predict the product of the given reaction. Given the reactants Cl[C:2]1[N:3]=[CH:4][C:5]2[N:11]([CH3:12])[C:10](=[O:13])[C:9]([F:15])([F:14])[CH2:8][N:7]([CH:16]3[CH2:20][CH2:19][CH2:18][CH2:17]3)[C:6]=2[N:21]=1.[NH2:22][C:23]1[CH:38]=[CH:37][C:26]([C:27]([NH:29][CH:30]2[CH2:35][CH2:34][N:33]([CH3:36])[CH2:32][CH2:31]2)=[O:28])=[CH:25][C:24]=1[O:39][CH:40]([CH3:42])[CH3:41].O.C1(C)C=CC(S(O)(=O)=O)=CC=1.C(O)(C)C, predict the reaction product. The product is: [CH:16]1([N:7]2[CH2:8][C:9]([F:15])([F:14])[C:10](=[O:13])[N:11]([CH3:12])[C:5]3[CH:4]=[N:3][C:2]([NH:22][C:23]4[CH:38]=[CH:37][C:26]([C:27]([NH:29][CH:30]5[CH2:31][CH2:32][N:33]([CH3:36])[CH2:34][CH2:35]5)=[O:28])=[CH:25][C:24]=4[O:39][CH:40]([CH3:42])[CH3:41])=[N:21][C:6]2=3)[CH2:20][CH2:19][CH2:18][CH2:17]1.